Dataset: NCI-60 drug combinations with 297,098 pairs across 59 cell lines. Task: Regression. Given two drug SMILES strings and cell line genomic features, predict the synergy score measuring deviation from expected non-interaction effect. (1) Drug 1: CCCS(=O)(=O)NC1=C(C(=C(C=C1)F)C(=O)C2=CNC3=C2C=C(C=N3)C4=CC=C(C=C4)Cl)F. Drug 2: C1=CC=C(C=C1)NC(=O)CCCCCCC(=O)NO. Cell line: NCI-H322M. Synergy scores: CSS=3.93, Synergy_ZIP=2.60, Synergy_Bliss=4.62, Synergy_Loewe=-8.47, Synergy_HSA=-2.44. (2) Drug 2: CC(C)NC(=O)C1=CC=C(C=C1)CNNC.Cl. Drug 1: CC1C(C(CC(O1)OC2CC(CC3=C2C(=C4C(=C3O)C(=O)C5=C(C4=O)C(=CC=C5)OC)O)(C(=O)C)O)N)O.Cl. Synergy scores: CSS=19.9, Synergy_ZIP=-2.95, Synergy_Bliss=3.61, Synergy_Loewe=-1.88, Synergy_HSA=1.58. Cell line: MDA-MB-231. (3) Drug 1: CN(C)C1=NC(=NC(=N1)N(C)C)N(C)C. Drug 2: COC1=NC(=NC2=C1N=CN2C3C(C(C(O3)CO)O)O)N. Cell line: RPMI-8226. Synergy scores: CSS=-7.12, Synergy_ZIP=5.11, Synergy_Bliss=1.34, Synergy_Loewe=-2.16, Synergy_HSA=-5.09. (4) Drug 1: CCCS(=O)(=O)NC1=C(C(=C(C=C1)F)C(=O)C2=CNC3=C2C=C(C=N3)C4=CC=C(C=C4)Cl)F. Drug 2: C1CCN(CC1)CCOC2=CC=C(C=C2)C(=O)C3=C(SC4=C3C=CC(=C4)O)C5=CC=C(C=C5)O. Cell line: ACHN. Synergy scores: CSS=21.8, Synergy_ZIP=7.21, Synergy_Bliss=10.2, Synergy_Loewe=8.67, Synergy_HSA=8.34. (5) Drug 1: C1=C(C(=O)NC(=O)N1)N(CCCl)CCCl. Drug 2: CC1=CC=C(C=C1)C2=CC(=NN2C3=CC=C(C=C3)S(=O)(=O)N)C(F)(F)F. Cell line: SNB-19. Synergy scores: CSS=11.0, Synergy_ZIP=-8.99, Synergy_Bliss=-6.44, Synergy_Loewe=-11.5, Synergy_HSA=-6.14. (6) Cell line: HCT-15. Synergy scores: CSS=13.9, Synergy_ZIP=-8.97, Synergy_Bliss=-4.77, Synergy_Loewe=-38.1, Synergy_HSA=-5.70. Drug 1: C1=CN(C(=O)N=C1N)C2C(C(C(O2)CO)O)O.Cl. Drug 2: CN(C(=O)NC(C=O)C(C(C(CO)O)O)O)N=O.